This data is from Forward reaction prediction with 1.9M reactions from USPTO patents (1976-2016). The task is: Predict the product of the given reaction. (1) Given the reactants [CH3:1][C:2]([CH3:43])([CH3:42])[C@@H:3]([C:16]([N:18]1[CH2:26][C@H:25]([O:27][C:28]2[C:37]([CH:38]=C)=[N:36][C:35]3[C:30](=[CH:31][C:32]([O:40][CH3:41])=[CH:33][CH:34]=3)[N:29]=2)[CH2:24][C@H:19]1[C:20]([O:22][CH3:23])=[O:21])=[O:17])[NH:4][C:5]([O:7][C@@H:8]1[CH2:10][C@H:9]1[CH2:11][CH2:12][CH2:13][CH:14]=C)=[O:6], predict the reaction product. The product is: [C:2]([C@H:3]1[C:16](=[O:17])[N:18]2[CH2:26][C@@H:25]([CH2:24][C@H:19]2[C:20]([O:22][CH3:23])=[O:21])[O:27][C:28]2=[N:29][C:30]3[CH:31]=[C:32]([O:40][CH3:41])[CH:33]=[CH:34][C:35]=3[N:36]=[C:37]2[CH:38]=[CH:14][CH2:13][CH2:12][CH2:11][C@@H:9]2[CH2:10][C@H:8]2[O:7][C:5](=[O:6])[NH:4]1)([CH3:43])([CH3:1])[CH3:42]. (2) Given the reactants [C:1]([NH:8][S:9]([C:12]1([CH2:15][OH:16])[CH2:14][CH2:13]1)(=[O:11])=[O:10])([O:3][C:4]([CH3:7])([CH3:6])[CH3:5])=[O:2].[Cr](Cl)([O-])(=O)=O.[NH+]1C=CC=CC=1, predict the reaction product. The product is: [C:1]([NH:8][S:9]([C:12]1([CH:15]=[O:16])[CH2:13][CH2:14]1)(=[O:10])=[O:11])([O:3][C:4]([CH3:7])([CH3:6])[CH3:5])=[O:2]. (3) The product is: [CH3:33][O:34][CH2:35][CH2:36][NH:37][C:23](=[O:24])[C:22]1[CH:28]=[CH:29][CH:30]=[C:20]([C:19]2[C:13]3[S:12][C:11]([CH2:10][C:7]4[CH:8]=[CH:9][N:4]([CH3:3])[C:5](=[O:31])[CH:6]=4)=[CH:15][C:14]=3[CH:16]=[CH:17][CH:18]=2)[CH:21]=1. Given the reactants [OH-].[Na+].[CH3:3][N:4]1[CH:9]=[CH:8][C:7]([CH2:10][C:11]2[S:12][C:13]3[C:19]([C:20]4[CH:21]=[C:22]([CH:28]=[CH:29][CH:30]=4)[C:23](OCC)=[O:24])=[CH:18][CH:17]=[CH:16][C:14]=3[CH:15]=2)=[CH:6][C:5]1=[O:31].Cl.[CH3:33][O:34][CH2:35][CH2:36][NH2:37].CCN=C=NCCCN(C)C.C1C=CC2N(O)N=NC=2C=1, predict the reaction product. (4) Given the reactants [Cl:1][C:2]1[N:7]=[C:6]([NH2:8])[CH:5]=[C:4]([Cl:9])[N:3]=1.CC1(C)C(C)(C)OB([C:18]2[CH:19]=[N:20][N:21]([CH2:23][O:24][CH2:25][CH2:26][Si:27]([CH3:30])([CH3:29])[CH3:28])[CH:22]=2)O1.[O-]P([O-])([O-])=O.[K+].[K+].[K+].O1CCOCC1.O, predict the reaction product. The product is: [Cl:9][C:4]1[N:3]=[C:2]([C:18]2[CH:19]=[N:20][N:21]([CH2:23][O:24][CH2:25][CH2:26][Si:27]([CH3:30])([CH3:29])[CH3:28])[CH:22]=2)[N:7]=[C:6]([NH2:8])[CH:5]=1.[Cl:1][C:2]1[N:7]=[C:6]([NH2:8])[CH:5]=[C:4]([C:18]2[CH:19]=[N:20][N:21]([CH2:23][O:24][CH2:25][CH2:26][Si:27]([CH3:30])([CH3:29])[CH3:28])[CH:22]=2)[N:3]=1. (5) Given the reactants [CH3:1][C:2]1[N:7]=[C:6]([N:8]2[CH2:13][CH2:12][CH:11]([N:14]([CH2:25][CH3:26])C(=O)OCC3C=CC=CC=3)[CH2:10][CH2:9]2)[CH:5]=[C:4]([CH3:27])[N:3]=1, predict the reaction product. The product is: [CH3:1][C:2]1[N:7]=[C:6]([N:8]2[CH2:13][CH2:12][CH:11]([NH:14][CH2:25][CH3:26])[CH2:10][CH2:9]2)[CH:5]=[C:4]([CH3:27])[N:3]=1.